This data is from Full USPTO retrosynthesis dataset with 1.9M reactions from patents (1976-2016). The task is: Predict the reactants needed to synthesize the given product. Given the product [CH2:1]([S:3][C:4]1[C:5]([C:9]2[N:13]([CH3:12])[C:14]3=[N:15][CH:16]=[C:17]([C:21]([F:22])([F:23])[F:24])[CH:18]=[C:19]3[N:20]=2)=[N:6][S:7][N:8]=1)[CH3:2], predict the reactants needed to synthesize it. The reactants are: [CH2:1]([S:3][C:4]1[C:5]([C:9](O)=O)=[N:6][S:7][N:8]=1)[CH3:2].[CH3:12][NH:13][C:14]1[C:19]([NH2:20])=[CH:18][C:17]([C:21]([F:24])([F:23])[F:22])=[CH:16][N:15]=1.CCN=C=NCCCN(C)C.Cl.